Dataset: NCI-60 drug combinations with 297,098 pairs across 59 cell lines. Task: Regression. Given two drug SMILES strings and cell line genomic features, predict the synergy score measuring deviation from expected non-interaction effect. (1) Drug 1: CS(=O)(=O)CCNCC1=CC=C(O1)C2=CC3=C(C=C2)N=CN=C3NC4=CC(=C(C=C4)OCC5=CC(=CC=C5)F)Cl. Drug 2: CC(C)CN1C=NC2=C1C3=CC=CC=C3N=C2N. Cell line: MDA-MB-435. Synergy scores: CSS=-3.12, Synergy_ZIP=6.01, Synergy_Bliss=9.38, Synergy_Loewe=0.519, Synergy_HSA=0.731. (2) Drug 1: COC1=NC(=NC2=C1N=CN2C3C(C(C(O3)CO)O)O)N. Drug 2: C1=NNC2=C1C(=O)NC=N2. Cell line: SF-295. Synergy scores: CSS=3.32, Synergy_ZIP=-0.813, Synergy_Bliss=-0.605, Synergy_Loewe=-1.20, Synergy_HSA=-1.42.